Dataset: HIV replication inhibition screening data with 41,000+ compounds from the AIDS Antiviral Screen. Task: Binary Classification. Given a drug SMILES string, predict its activity (active/inactive) in a high-throughput screening assay against a specified biological target. (1) The compound is CCOC(=O)C12C(C)=CC(=O)OC1(C)CC2C#N. The result is 0 (inactive). (2) The molecule is N=C(CSS(=O)(=O)O)NCC1CCCCC1. The result is 0 (inactive).